Dataset: Blood-brain barrier permeability classification from the B3DB database. Task: Regression/Classification. Given a drug SMILES string, predict its absorption, distribution, metabolism, or excretion properties. Task type varies by dataset: regression for continuous measurements (e.g., permeability, clearance, half-life) or binary classification for categorical outcomes (e.g., BBB penetration, CYP inhibition). Dataset: b3db_classification. (1) The result is 1 (penetrates BBB). The drug is COc1ccc2c3c1O[C@H]1[C@@H](O)C=C[C@H]4C(C2)N(C)CCC341. (2) The drug is CCC(=O)OC1(C(=O)CCl)C(C)CC2C3CCC4=CC(=O)C=CC4(C)C3(F)C(O)CC21C. The result is 1 (penetrates BBB). (3) The molecule is CNC(=O)O[C@H]1OC(=O)[C@]2(C)[C@@H]3C=C[C@@H](C3)[C@H]12. The result is 1 (penetrates BBB). (4) The molecule is Cc1nc2n(c(=O)c1CCN1CCC(C(=O)c3ccc(F)cc3)CC1)CCS2. The result is 1 (penetrates BBB). (5) The drug is CC1(C)O[C@@H]2C[C@H]3[C@@H]4CCC5=CC(=O)C=C[C@]5(C)[C@H]4[C@@H](O)C[C@]3(C)[C@]2(C(=O)CO)O1. The result is 1 (penetrates BBB). (6) The drug is CC1OC(=O)C(C(C)C)NC(=O)C(C(C)C)OC(=O)C(C(C)C)NC(=O)C(C)OC(=O)C(C(C)C)NC(=O)C(C(C)C)OC(=O)C(C(C)C)NC(=O)C(C)OC(=O)C(C(C)C)NC(=O)C(C(C)C)OC(=O)C(C(C)C)NC1=O. The result is 0 (does not penetrate BBB). (7) The molecule is O=c1cc(NC2CCN(C/C=C/c3ccccc3)CC2)c2cc(Cl)ccc2o1. The result is 1 (penetrates BBB). (8) The molecule is CN1[C@H]2CC[C@H]1CC(OC(=O)[C@@H](CO)c1ccccc1)C2. The result is 1 (penetrates BBB). (9) The drug is CS(=O)(=O)c1ccc([C@@H](O)[C@@H](CO)NC(=O)C(Cl)Cl)cc1. The result is 1 (penetrates BBB).